This data is from Catalyst prediction with 721,799 reactions and 888 catalyst types from USPTO. The task is: Predict which catalyst facilitates the given reaction. (1) Reactant: C(O)C.[CH:4]1([C:10]2[C:18]3[C:17](=[O:19])[NH:16][C:15]([C:20]4[CH:25]=[CH:24][C:23]([S:26]([N:29]([CH2:31][CH2:32][N:33]([CH3:35])[CH3:34])[CH3:30])(=[O:28])=[O:27])=[CH:22][C:21]=4[O:36][CH3:37])=[N:14][C:13]=3[N:12]([CH3:38])[N:11]=2)[CH2:9][CH2:8][CH2:7][CH2:6][CH2:5]1.[CH3:39][S:40]([OH:43])(=[O:42])=[O:41]. Product: [CH3:39][S:40]([OH:43])(=[O:42])=[O:41].[CH:4]1([C:10]2[C:18]3[C:17](=[O:19])[NH:16][C:15]([C:20]4[CH:25]=[CH:24][C:23]([S:26]([N:29]([CH2:31][CH2:32][N:33]([CH3:34])[CH3:35])[CH3:30])(=[O:28])=[O:27])=[CH:22][C:21]=4[O:36][CH3:37])=[N:14][C:13]=3[N:12]([CH3:38])[N:11]=2)[CH2:5][CH2:6][CH2:7][CH2:8][CH2:9]1. The catalyst class is: 28. (2) Reactant: [NH2:1][C:2]1[CH:3]=[C:4]([CH:21]=[CH:22][CH:23]=1)[O:5][C:6]1[CH:7]=[CH:8][C:9]2[N:10]([CH:12]=[C:13]([NH:15][C:16]([CH:18]3[CH2:20][CH2:19]3)=[O:17])[N:14]=2)[N:11]=1.[CH3:24][O:25][C:26]([C:28]1[CH:29]=[C:30]([CH:34]=[CH:35][CH:36]=1)[C:31](O)=[O:32])=[O:27].Cl.CN(C)CCCN=C=NCC.ON1C2C=CC=CC=2N=N1. Product: [CH:18]1([C:16]([NH:15][C:13]2[N:14]=[C:9]3[CH:8]=[CH:7][C:6]([O:5][C:4]4[CH:3]=[C:2]([NH:1][C:31]([C:30]5[CH:29]=[C:28]([CH:36]=[CH:35][CH:34]=5)[C:26]([O:25][CH3:24])=[O:27])=[O:32])[CH:23]=[CH:22][CH:21]=4)=[N:11][N:10]3[CH:12]=2)=[O:17])[CH2:20][CH2:19]1. The catalyst class is: 9.